This data is from Full USPTO retrosynthesis dataset with 1.9M reactions from patents (1976-2016). The task is: Predict the reactants needed to synthesize the given product. (1) Given the product [CH2:1]([N:8]([CH2:9][C@@H:10]([C:12]1[CH:17]=[CH:16][CH:15]=[C:14]([Cl:18])[CH:13]=1)[OH:11])[CH2:19][CH2:20][C:21]1[CH:26]=[CH:25][C:24]([S:27]([C:30]2[CH:31]=[CH:32][C:33]([O:34][CH2:35][C:36]3[NH:44][N:43]=[N:42][N:37]=3)=[CH:38][CH:39]=2)(=[O:29])=[O:28])=[CH:23][CH:22]=1)[C:2]1[CH:3]=[CH:4][CH:5]=[CH:6][CH:7]=1, predict the reactants needed to synthesize it. The reactants are: [CH2:1]([N:8]([CH2:19][CH2:20][C:21]1[CH:26]=[CH:25][C:24]([S:27]([C:30]2[CH:39]=[CH:38][C:33]([O:34][CH2:35][C:36]#[N:37])=[CH:32][CH:31]=2)(=[O:29])=[O:28])=[CH:23][CH:22]=1)[CH2:9][C@@H:10]([C:12]1[CH:17]=[CH:16][CH:15]=[C:14]([Cl:18])[CH:13]=1)[OH:11])[C:2]1[CH:7]=[CH:6][CH:5]=[CH:4][CH:3]=1.[Cl-].[NH4+].[N-:42]=[N+:43]=[N-:44].[Na+].O. (2) Given the product [CH3:2][NH:1][C:11]([C:13]1[N:14]=[N:15][S:16][C:17]=1[NH:18][C:19]1[CH:20]=[CH:21][CH:22]=[CH:23][CH:24]=1)=[O:12], predict the reactants needed to synthesize it. The reactants are: [NH2:1][CH3:2].[Li]CCCC.C(O[C:11]([C:13]1[N:14]=[N:15][S:16][C:17]=1[NH:18][C:19]1[CH:24]=[CH:23][CH:22]=[CH:21][CH:20]=1)=[O:12])C.[NH4+].[Cl-]. (3) Given the product [C:2]12([NH:15][C:14](=[O:18])[CH2:13][Cl:12])[CH2:11][CH:6]3[CH2:7][CH:8]([CH2:10][CH:4]([CH2:5]3)[CH2:3]1)[CH2:9]2, predict the reactants needed to synthesize it. The reactants are: O[C:2]12[CH2:11][CH:6]3[CH2:7][CH:8]([CH2:10][CH:4]([CH2:5]3)[CH2:3]1)[CH2:9]2.[Cl:12][CH2:13][C:14]#[N:15].C(O)(=[O:18])C.S(=O)(=O)(O)O. (4) Given the product [Cl:34][C:35]1[CH:40]=[CH:39][CH:38]=[C:37]([Cl:41])[C:36]=1[S:42]([NH:21][CH2:20][C:19]1[CH:22]=[CH:23][CH:24]=[C:17]([NH:16][C:12]2[CH:11]=[C:10]([C:5]3[CH:6]=[CH:7][CH:8]=[CH:9][C:4]=3[O:3][CH3:2])[N:15]=[CH:14][N:13]=2)[CH:18]=1)(=[O:44])=[O:43], predict the reactants needed to synthesize it. The reactants are: [Cl-].[CH3:2][O:3][C:4]1[CH:9]=[CH:8][CH:7]=[CH:6][C:5]=1[C:10]1[N:15]=[CH:14][N:13]=[C:12]([NH:16][C:17]2[CH:18]=[C:19]([CH:22]=[CH:23][CH:24]=2)[CH2:20][NH3+:21])[CH:11]=1.C(N(CC)C(C)C)(C)C.[Cl:34][C:35]1[CH:40]=[CH:39][CH:38]=[C:37]([Cl:41])[C:36]=1[S:42](Cl)(=[O:44])=[O:43].C([O-])(O)=O.[Na+]. (5) Given the product [CH2:1](/[C:3](/[C:11]1[CH:16]=[CH:15][C:14]([C:17]([C:22]2[CH:35]=[CH:34][C:25]([O:26][CH2:27][C@@H:28]([OH:38])[CH2:29][CH2:30][C:31]([OH:32])=[O:33])=[C:24]([CH3:36])[CH:23]=2)([CH2:20][CH3:21])[CH2:18][CH3:19])=[CH:13][C:12]=1[CH3:37])=[CH:4]\[C:5]([CH2:9][CH3:10])([OH:8])[CH2:6][CH3:7])[CH3:2], predict the reactants needed to synthesize it. The reactants are: [CH2:1](/[C:3](/[C:11]1[CH:16]=[CH:15][C:14]([C:17]([C:22]2[CH:35]=[CH:34][C:25]([O:26][CH2:27][C@H:28]3[O:32][C:31](=[O:33])[CH2:30][CH2:29]3)=[C:24]([CH3:36])[CH:23]=2)([CH2:20][CH3:21])[CH2:18][CH3:19])=[CH:13][C:12]=1[CH3:37])=[CH:4]\[C:5]([CH2:9][CH3:10])([OH:8])[CH2:6][CH3:7])[CH3:2].[OH-:38].[K+]. (6) Given the product [C:27]([OH:34])(=[O:33])/[CH:28]=[CH:29]/[C:30]([OH:32])=[O:31].[Cl:1][C:2]1[C:3]([NH2:26])=[C:4]2[C:9](=[C:10]([C:12]3[O:13][C:14]([CH:17]4[CH2:18][CH2:19][N:20]([CH:23]5[CH2:25][CH2:24]5)[CH2:21][CH2:22]4)=[N:15][N:16]=3)[CH:11]=1)[O:8][CH2:7][CH2:6][CH2:5]2.[Cl:1][C:2]1[C:3]([NH2:26])=[C:4]2[C:9](=[C:10]([C:12]3[O:13][C:14]([CH:17]4[CH2:18][CH2:19][N:20]([CH:23]5[CH2:25][CH2:24]5)[CH2:21][CH2:22]4)=[N:15][N:16]=3)[CH:11]=1)[O:8][CH2:7][CH2:6][CH2:5]2, predict the reactants needed to synthesize it. The reactants are: [Cl:1][C:2]1[C:3]([NH2:26])=[C:4]2[C:9](=[C:10]([C:12]3[O:13][C:14]([CH:17]4[CH2:22][CH2:21][N:20]([CH:23]5[CH2:25][CH2:24]5)[CH2:19][CH2:18]4)=[N:15][N:16]=3)[CH:11]=1)[O:8][CH2:7][CH2:6][CH2:5]2.[C:27]([OH:34])(=[O:33])/[CH:28]=[CH:29]/[C:30]([OH:32])=[O:31]. (7) The reactants are: [CH3:1][C:2]1[N:7]=[C:6](/[C:8](=[N:10]/[O:11][CH2:12][C:13]#[C:14][C:15]2[N:20]=[C:19]([C:21](=[O:23])[CH3:22])[CH:18]=[CH:17][CH:16]=2)/[CH3:9])[CH:5]=[CH:4][CH:3]=1. Given the product [CH3:1][C:2]1[N:7]=[C:6](/[C:8](=[N:10]/[O:11][CH2:12][CH2:13][CH2:14][C:15]2[N:20]=[C:19]([C:21](=[O:23])[CH3:22])[CH:18]=[CH:17][CH:16]=2)/[CH3:9])[CH:5]=[CH:4][CH:3]=1, predict the reactants needed to synthesize it. (8) Given the product [Cl:10][C:4]1[C:3]([C:2]([F:12])([F:11])[F:1])=[CH:8][N:7]=[C:6]([NH:18][C:19]2[CH:20]=[C:21]3[C:25](=[CH:26][CH:27]=2)[NH:24][C:23](=[O:28])[CH2:22]3)[N:5]=1, predict the reactants needed to synthesize it. The reactants are: [F:1][C:2]([F:12])([F:11])[C:3]1[C:4]([Cl:10])=[N:5][C:6](Cl)=[N:7][CH:8]=1.CCOCC.[NH2:18][C:19]1[CH:20]=[C:21]2[C:25](=[CH:26][CH:27]=1)[NH:24][C:23](=[O:28])[CH2:22]2.C(N(CC)CC)C. (9) Given the product [CH:26]([O:29][C:30]1[CH:35]=[CH:34][CH:33]=[CH:32][C:31]=1[C:2]1[CH:7]=[CH:6][N:5]=[CH:4][C:3]=1[N:8]([CH3:25])[C:9](=[O:24])[C:10]1[CH:15]=[C:14]([C:16]([F:19])([F:18])[F:17])[CH:13]=[C:12]([C:20]([F:23])([F:22])[F:21])[CH:11]=1)([CH3:28])[CH3:27], predict the reactants needed to synthesize it. The reactants are: Br[C:2]1[CH:7]=[CH:6][N:5]=[CH:4][C:3]=1[N:8]([CH3:25])[C:9](=[O:24])[C:10]1[CH:15]=[C:14]([C:16]([F:19])([F:18])[F:17])[CH:13]=[C:12]([C:20]([F:23])([F:22])[F:21])[CH:11]=1.[CH:26]([O:29][C:30]1[CH:35]=[CH:34][CH:33]=[CH:32][C:31]=1B(O)O)([CH3:28])[CH3:27].